From a dataset of Reaction yield outcomes from USPTO patents with 853,638 reactions. Predict the reaction yield, written as a fraction of the theoretical maximum amount of product (1.0 means a 100% yield; for example, 0.34 means a 34% yield). (1) The reactants are Br[C:2]1[N:3]=[CH:4][C:5]([C:15]([OH:17])=[O:16])=[N:6][C:7]=1[C:8]1[CH:13]=[CH:12][CH:11]=[C:10]([Cl:14])[CH:9]=1.[Br-].[CH:19]1([Zn+])[CH2:21][CH2:20]1. The catalyst is C1COCC1.CN1CCN(C)C1=O.C(C1C=CC=C(C(C)C)C=1N1C=CN(C2C(C(C)C)=CC=CC=2C(C)C)C1=[Pd-3](Cl)(Cl)C1C(Cl)=CC=CN=1)(C)C. The product is [Cl:14][C:10]1[CH:9]=[C:8]([C:7]2[N:6]=[C:5]([C:15]([OH:17])=[O:16])[CH:4]=[N:3][C:2]=2[CH:19]2[CH2:21][CH2:20]2)[CH:13]=[CH:12][CH:11]=1. The yield is 0.300. (2) The reactants are Cl[C:2]1[CH:7]=[C:6]([N:8]2[CH2:13][CH2:12][O:11][CH2:10][CH2:9]2)[N:5]2[N:14]=[C:15]([C:17]3[CH:22]=[CH:21][CH:20]=[CH:19][CH:18]=3)[CH:16]=[C:4]2[N:3]=1.O.[NH2:24][NH2:25].O. The catalyst is O1CCOCC1. The product is [N:8]1([C:6]2[N:5]3[N:14]=[C:15]([C:17]4[CH:22]=[CH:21][CH:20]=[CH:19][CH:18]=4)[CH:16]=[C:4]3[N:3]=[C:2]([NH:24][NH2:25])[CH:7]=2)[CH2:13][CH2:12][O:11][CH2:10][CH2:9]1. The yield is 0.900. (3) The reactants are [CH2:1]([O:8][CH2:9][C@@H:10]([C:13]1[CH:18]=[CH:17][C:16]([Br:19])=[CH:15][C:14]=1[CH3:20])[CH2:11][OH:12])[C:2]1[CH:7]=[CH:6][CH:5]=[CH:4][CH:3]=1.C(N(CC)CC)C.[CH3:28][S:29](Cl)(=[O:31])=[O:30]. The catalyst is C(Cl)Cl. The yield is 1.00. The product is [CH3:28][S:29]([O:12][CH2:11][C@H:10]([C:13]1[CH:18]=[CH:17][C:16]([Br:19])=[CH:15][C:14]=1[CH3:20])[CH2:9][O:8][CH2:1][C:2]1[CH:3]=[CH:4][CH:5]=[CH:6][CH:7]=1)(=[O:31])=[O:30]. (4) The reactants are Cl[C:2](OC(Cl)(Cl)Cl)=[O:3].[CH3:9][O:10][C:11]1[CH:27]=[CH:26][C:14]([CH2:15][NH:16][C:17]2[N:25]=[CH:24][CH:23]=[CH:22][C:18]=2[C:19]([OH:21])=[O:20])=[CH:13][CH:12]=1. The catalyst is O1CCOCC1. The product is [CH3:9][O:10][C:11]1[CH:12]=[CH:13][C:14]([CH2:15][N:16]2[C:17]3[N:25]=[CH:24][CH:23]=[CH:22][C:18]=3[C:19](=[O:21])[O:20][C:2]2=[O:3])=[CH:26][CH:27]=1. The yield is 0.670. (5) The reactants are [CH:1]([C:4]1[N:5]=[C:6](/[CH:9]=[CH:10]/[C:11]2[CH:16]=[CH:15][N:14]=[C:13]([NH2:17])[CH:12]=2)[S:7][CH:8]=1)([CH3:3])[CH3:2].[C:18](OC1C=CC(Cl)=C(Cl)C=1Cl)(=[O:23])[CH2:19][C:20]([O-])=[O:21]. The catalyst is C1(C)C=CC=CC=1. The product is [OH:23][C:18]1[N:17]=[C:13]2[CH:12]=[C:11](/[CH:10]=[CH:9]/[C:6]3[S:7][CH:8]=[C:4]([CH:1]([CH3:3])[CH3:2])[N:5]=3)[CH:16]=[CH:15][N:14]2[C:20](=[O:21])[CH:19]=1. The yield is 0.930. (6) The catalyst is C1COCC1. The yield is 0.890. The reactants are [Br:1][C:2]1[CH:21]=[CH:20][C:5]([O:6][C:7]2[N:14]=[C:13]([N:15]([CH2:17][CH2:18][OH:19])[CH3:16])[CH:12]=[CH:11][C:8]=2[C:9]#[N:10])=[CH:4][C:3]=1[CH:22]1OCC[O:23]1.Cl. The product is [Br:1][C:2]1[CH:21]=[CH:20][C:5]([O:6][C:7]2[N:14]=[C:13]([N:15]([CH2:17][CH2:18][OH:19])[CH3:16])[CH:12]=[CH:11][C:8]=2[C:9]#[N:10])=[CH:4][C:3]=1[CH:22]=[O:23]. (7) The reactants are [Cl:1][C:2]1[N:7]=[CH:6][C:5](N)=[CH:4][C:3]=1[C:9]([F:12])([F:11])[F:10].[ClH:13].N([O-])=O.[Na+].[S:18](=[O:20])=[O:19]. The catalyst is O. The product is [Cl:1][C:2]1[N:7]=[CH:6][C:5]([S:18]([Cl:13])(=[O:20])=[O:19])=[CH:4][C:3]=1[C:9]([F:12])([F:11])[F:10]. The yield is 0.270. (8) The reactants are [CH3:1][C:2]1[C:10]2[C:5](=[C:6]([C:11]([F:14])([F:13])[F:12])[CH:7]=[CH:8][CH:9]=2)[NH:4][C:3]=1[CH2:15][OH:16]. The catalyst is ClCCl.[O-2].[Mn+4].[O-2]. The product is [CH3:1][C:2]1[C:10]2[C:5](=[C:6]([C:11]([F:14])([F:12])[F:13])[CH:7]=[CH:8][CH:9]=2)[NH:4][C:3]=1[CH:15]=[O:16]. The yield is 0.510. (9) The reactants are [Cl-].O[NH3+:3].[C:4](=[O:7])([O-])[OH:5].[Na+].CS(C)=O.[F:13][C:14]1[CH:15]=[C:16]([C:48]2[C:49]([C:54]#[N:55])=[CH:50][CH:51]=[CH:52][CH:53]=2)[CH:17]=[CH:18][C:19]=1[CH2:20][C:21]1[C:22](=[O:47])[N:23]([C@H:33]2[CH2:38][CH2:37][C@H:36]([O:39][CH:40]([C:42]3([OH:46])[CH2:45][CH2:44][CH2:43]3)[CH3:41])[CH2:35][CH2:34]2)[C:24]2[N:25]([N:30]=[CH:31][N:32]=2)[C:26]=1[CH2:27][CH2:28][CH3:29]. The catalyst is O.C(OCC)(=O)C. The product is [F:13][C:14]1[CH:15]=[C:16]([C:48]2[CH:53]=[CH:52][CH:51]=[CH:50][C:49]=2[C:54]2[NH:3][C:4](=[O:7])[O:5][N:55]=2)[CH:17]=[CH:18][C:19]=1[CH2:20][C:21]1[C:22](=[O:47])[N:23]([C@H:33]2[CH2:38][CH2:37][C@H:36]([O:39][CH:40]([C:42]3([OH:46])[CH2:43][CH2:44][CH2:45]3)[CH3:41])[CH2:35][CH2:34]2)[C:24]2[N:25]([N:30]=[CH:31][N:32]=2)[C:26]=1[CH2:27][CH2:28][CH3:29]. The yield is 0.810. (10) The reactants are [Cl:1][C:2]1[CH:11]=[C:10]([C:12](=[O:14])[CH3:13])[C:9]([N:15]2[CH2:20][CH2:19][NH:18][CH2:17][CH2:16]2)=[C:8]2[C:3]=1[CH:4]=[CH:5][CH:6]=[N:7]2.[CH3:21][C:22]1[C:26]([C:27](Cl)=[O:28])=[C:25]([CH3:30])[O:24][N:23]=1.C(N(CC)CC)C. The catalyst is C(Cl)Cl. The product is [Cl:1][C:2]1[CH:11]=[C:10]([C:12](=[O:14])[CH3:13])[C:9]([N:15]2[CH2:16][CH2:17][N:18]([C:27]([C:26]3[C:22]([CH3:21])=[N:23][O:24][C:25]=3[CH3:30])=[O:28])[CH2:19][CH2:20]2)=[C:8]2[C:3]=1[CH:4]=[CH:5][CH:6]=[N:7]2. The yield is 1.00.